Dataset: Peptide-MHC class II binding affinity with 134,281 pairs from IEDB. Task: Regression. Given a peptide amino acid sequence and an MHC pseudo amino acid sequence, predict their binding affinity value. This is MHC class II binding data. (1) The peptide sequence is KIERWFVRNPFFAVT. The MHC is DRB1_0701 with pseudo-sequence DRB1_0701. The binding affinity (normalized) is 0.706. (2) The peptide sequence is LKAEAQMSIQLINKA. The MHC is H-2-IAb with pseudo-sequence H-2-IAb. The binding affinity (normalized) is 0.158. (3) The peptide sequence is AYLVLDPLIYFGPFA. The MHC is DRB4_0101 with pseudo-sequence DRB4_0103. The binding affinity (normalized) is 0.230. (4) The peptide sequence is EKKYFAGTQFEPLAA. The MHC is HLA-DQA10501-DQB10301 with pseudo-sequence HLA-DQA10501-DQB10301. The binding affinity (normalized) is 0.421. (5) The peptide sequence is ASEVFKAVEAYLVAH. The MHC is HLA-DQA10501-DQB10301 with pseudo-sequence HLA-DQA10501-DQB10301. The binding affinity (normalized) is 0.586. (6) The peptide sequence is GEVLNALAYDVPIPG. The MHC is HLA-DQA10102-DQB10502 with pseudo-sequence HLA-DQA10102-DQB10502. The binding affinity (normalized) is 0.843.